Dataset: Merck oncology drug combination screen with 23,052 pairs across 39 cell lines. Task: Regression. Given two drug SMILES strings and cell line genomic features, predict the synergy score measuring deviation from expected non-interaction effect. (1) Drug 2: O=C(O)C1(Cc2cccc(Nc3nccs3)n2)CCC(Oc2cccc(Cl)c2F)CC1. Cell line: OVCAR3. Drug 1: CC(=O)OC1C(=O)C2(C)C(O)CC3OCC3(OC(C)=O)C2C(OC(=O)c2ccccc2)C2(O)CC(OC(=O)C(O)C(NC(=O)c3ccccc3)c3ccccc3)C(C)=C1C2(C)C. Synergy scores: synergy=25.8. (2) Drug 1: O=S1(=O)NC2(CN1CC(F)(F)F)C1CCC2Cc2cc(C=CCN3CCC(C(F)(F)F)CC3)ccc2C1. Drug 2: CC(C)CC(NC(=O)C(Cc1ccccc1)NC(=O)c1cnccn1)B(O)O. Cell line: PA1. Synergy scores: synergy=3.88. (3) Drug 1: N#Cc1ccc(Cn2cncc2CN2CCN(c3cccc(Cl)c3)C(=O)C2)cc1. Drug 2: NC(=O)c1cccc2cn(-c3ccc(C4CCCNC4)cc3)nc12. Cell line: NCIH2122. Synergy scores: synergy=17.0. (4) Drug 1: O=c1[nH]cc(F)c(=O)[nH]1. Drug 2: C#Cc1cccc(Nc2ncnc3cc(OCCOC)c(OCCOC)cc23)c1. Cell line: RPMI7951. Synergy scores: synergy=17.0. (5) Drug 1: N#Cc1ccc(Cn2cncc2CN2CCN(c3cccc(Cl)c3)C(=O)C2)cc1. Drug 2: Cn1cc(-c2cnn3c(N)c(Br)c(C4CCCNC4)nc23)cn1. Cell line: PA1. Synergy scores: synergy=11.9. (6) Cell line: MSTO. Synergy scores: synergy=98.8. Drug 1: CN(C)C(=N)N=C(N)N. Drug 2: Cc1nc(Nc2ncc(C(=O)Nc3c(C)cccc3Cl)s2)cc(N2CCN(CCO)CC2)n1. (7) Drug 1: CN1C(=O)C=CC2(C)C3CCC4(C)C(NC(=O)OCC(F)(F)F)CCC4C3CCC12. Drug 2: Nc1ccn(C2OC(CO)C(O)C2(F)F)c(=O)n1. Cell line: SW620. Synergy scores: synergy=4.57. (8) Cell line: VCAP. Synergy scores: synergy=6.75. Drug 2: CC1(c2nc3c(C(N)=O)cccc3[nH]2)CCCN1. Drug 1: Cc1nc(Nc2ncc(C(=O)Nc3c(C)cccc3Cl)s2)cc(N2CCN(CCO)CC2)n1. (9) Drug 1: NC1(c2ccc(-c3nc4ccn5c(=O)[nH]nc5c4cc3-c3ccccc3)cc2)CCC1. Drug 2: COC1CC2CCC(C)C(O)(O2)C(=O)C(=O)N2CCCCC2C(=O)OC(C(C)CC2CCC(OP(C)(C)=O)C(OC)C2)CC(=O)C(C)C=C(C)C(O)C(OC)C(=O)C(C)CC(C)C=CC=CC=C1C. Cell line: PA1. Synergy scores: synergy=47.4.